This data is from Peptide-MHC class I binding affinity with 185,985 pairs from IEDB/IMGT. The task is: Regression. Given a peptide amino acid sequence and an MHC pseudo amino acid sequence, predict their binding affinity value. This is MHC class I binding data. (1) The MHC is HLA-B15:01 with pseudo-sequence HLA-B15:01. The binding affinity (normalized) is 0.118. The peptide sequence is AITTPQMTL. (2) The peptide sequence is GLFPVSIPI. The MHC is HLA-A02:03 with pseudo-sequence HLA-A02:03. The binding affinity (normalized) is 0.865. (3) The peptide sequence is QPAPQQGQL. The MHC is HLA-B07:02 with pseudo-sequence HLA-B07:02. The binding affinity (normalized) is 0.726. (4) The peptide sequence is LFYPSMFTLR. The MHC is HLA-A31:01 with pseudo-sequence HLA-A31:01. The binding affinity (normalized) is 0.974. (5) The peptide sequence is KPGPAKFSL. The MHC is HLA-A02:01 with pseudo-sequence HLA-A02:01. The binding affinity (normalized) is 0.0847. (6) The MHC is HLA-A33:01 with pseudo-sequence HLA-A33:01. The peptide sequence is WYMWQVKTQR. The binding affinity (normalized) is 0.914. (7) The peptide sequence is KVFVLGGCR. The MHC is HLA-A03:01 with pseudo-sequence HLA-A03:01. The binding affinity (normalized) is 0.484. (8) The peptide sequence is RAMACSALI. The MHC is HLA-B58:01 with pseudo-sequence HLA-B58:01. The binding affinity (normalized) is 0.763.